This data is from Reaction yield outcomes from USPTO patents with 853,638 reactions. The task is: Predict the reaction yield, written as a fraction of the theoretical maximum amount of product (1.0 means a 100% yield; for example, 0.34 means a 34% yield). The reactants are [CH3:1][N:2]1[C:6]([C:7]2[CH2:12][CH2:11][N:10]([C:13]([O:15][C:16]([CH3:19])([CH3:18])[CH3:17])=[O:14])[CH2:9][CH:8]=2)=[C:5]([N+:20]([O-])=O)[CH:4]=[N:3]1.[Cl-].[NH4+]. The catalyst is C(O)C.O.[Fe]. The product is [NH2:20][C:5]1[CH:4]=[N:3][N:2]([CH3:1])[C:6]=1[C:7]1[CH2:12][CH2:11][N:10]([C:13]([O:15][C:16]([CH3:18])([CH3:17])[CH3:19])=[O:14])[CH2:9][CH:8]=1. The yield is 0.640.